This data is from Full USPTO retrosynthesis dataset with 1.9M reactions from patents (1976-2016). The task is: Predict the reactants needed to synthesize the given product. (1) The reactants are: [Cl:1][C:2]1[N:7]=[C:6](Cl)[C:5]([CH:9]=O)=[C:4]([Cl:11])[N:3]=1.Cl.[NH:13]([CH2:15][CH2:16][N:17]1[CH2:22][CH2:21][O:20][CH2:19][CH2:18]1)[NH2:14]. Given the product [Cl:11][C:4]1[N:3]=[C:2]([Cl:1])[N:7]=[C:6]2[N:13]([CH2:15][CH2:16][N:17]3[CH2:22][CH2:21][O:20][CH2:19][CH2:18]3)[N:14]=[CH:9][C:5]=12, predict the reactants needed to synthesize it. (2) Given the product [OH:8][C:9]1[CH:14]=[C:13]([F:15])[CH:12]=[CH:11][C:10]=1[CH2:16][CH2:17][C@@H:18]([N:22]1[CH:26]=[C:25]([C:27]([NH2:29])=[O:28])[N:24]=[CH:23]1)[C@@H:19]([OH:21])[CH3:20], predict the reactants needed to synthesize it. The reactants are: C([O:8][C:9]1[CH:14]=[C:13]([F:15])[CH:12]=[CH:11][C:10]=1[CH2:16][CH2:17][C@@H:18]([N:22]1[CH:26]=[C:25]([C:27]([NH2:29])=[O:28])[N:24]=[CH:23]1)[C@@H:19]([OH:21])[CH3:20])C1C=CC=CC=1. (3) The reactants are: Cl[C:2]1[C:19]2[C:6](=[C:7]3[C:16](=[CH:17][CH:18]=2)[C:15]2[C:10](=[CH:11][CH:12]=[CH:13][CH:14]=2)[S:9](=[O:21])(=[O:20])[NH:8]3)[N:5]=[CH:4][CH:3]=1.[CH3:22][NH2:23]. Given the product [O:20]=[S:9]1(=[O:21])[C:10]2[C:15](=[CH:14][CH:13]=[CH:12][CH:11]=2)[C:16]2[C:7](=[C:6]3[C:19](=[CH:18][CH:17]=2)[C:2]([NH:23][CH3:22])=[CH:3][CH:4]=[N:5]3)[NH:8]1, predict the reactants needed to synthesize it. (4) Given the product [CH3:11][S:12]([C:15]1[CH:20]=[CH:19][C:18]([O:21][CH2:2][C:3]2[CH:8]=[C:7]([CH3:9])[CH:6]=[C:5]([CH3:10])[CH:4]=2)=[CH:17][CH:16]=1)(=[O:13])=[O:14], predict the reactants needed to synthesize it. The reactants are: Cl[CH2:2][C:3]1[CH:8]=[C:7]([CH3:9])[CH:6]=[C:5]([CH3:10])[CH:4]=1.[CH3:11][S:12]([C:15]1[CH:20]=[CH:19][C:18]([OH:21])=[CH:17][CH:16]=1)(=[O:14])=[O:13].[OH-].[Na+].O. (5) Given the product [S:5]1[C:9]([C:10]([Cl:3])=[O:11])=[CH:8][C:7]2[CH:13]=[CH:14][CH:15]=[CH:16][C:6]1=2, predict the reactants needed to synthesize it. The reactants are: S(Cl)([Cl:3])=O.[S:5]1[C:9]([C:10](O)=[O:11])=[CH:8][C:7]2[CH:13]=[CH:14][CH:15]=[CH:16][C:6]1=2. (6) The reactants are: [H-].[Na+].[NH2:3][C:4]1[C:8]([C:9]#[N:10])=[CH:7][NH:6][N:5]=1.Br[CH2:12][C:13]1[CH:18]=[CH:17][C:16]([CH2:19][N:20]2[CH:24]=[CH:23][CH:22]=[N:21]2)=[CH:15][CH:14]=1. Given the product [N:20]1([CH2:19][C:16]2[CH:17]=[CH:18][C:13]([CH2:12][N:6]3[CH:7]=[C:8]([C:9]#[N:10])[C:4]([NH2:3])=[N:5]3)=[CH:14][CH:15]=2)[CH:24]=[CH:23][CH:22]=[N:21]1, predict the reactants needed to synthesize it.